This data is from Reaction yield outcomes from USPTO patents with 853,638 reactions. The task is: Predict the reaction yield, written as a fraction of the theoretical maximum amount of product (1.0 means a 100% yield; for example, 0.34 means a 34% yield). (1) The product is [NH2:33][C:28]1[CH:27]=[CH:26][N:25]=[C:24]([C:6]2[CH:5]=[C:4]([NH:17][CH2:18][CH2:19][N:20]([CH3:21])[CH3:22])[CH:3]=[C:2]([F:1])[CH:7]=2)[C:29]=1[N+:30]([O-:32])=[O:31]. The yield is 0.869. The reactants are [F:1][C:2]1[CH:3]=[C:4]([NH:17][CH2:18][CH2:19][N:20]([CH3:22])[CH3:21])[CH:5]=[C:6](B2OC(C)(C)C(C)(C)O2)[CH:7]=1.Br[C:24]1[C:29]([N+:30]([O-:32])=[O:31])=[C:28]([NH2:33])[CH:27]=[CH:26][N:25]=1.C([O-])([O-])=O.[Na+].[Na+].CCOC(C)=O. The catalyst is O1CCOCC1.O.C1C=CC(P(C2C=CC=CC=2)[C-]2C=CC=C2)=CC=1.C1C=CC(P(C2C=CC=CC=2)[C-]2C=CC=C2)=CC=1.Cl[Pd]Cl.[Fe+2]. (2) The reactants are [Br:1][C:2]1[CH:7]=[CH:6][C:5]([NH:8][C:9](=[NH:18])[C:10]2[C:15]([Cl:16])=[CH:14][CH:13]=[CH:12][C:11]=2[Cl:17])=[CH:4][CH:3]=1.Br[CH2:20][C:21](=O)[C:22]([CH3:28])([CH3:27])[C:23]([O:25][CH3:26])=[O:24].C([O-])(O)=O.[Na+]. The catalyst is C(O)(C)C. The product is [CH3:26][O:25][C:23](=[O:24])[C:22]([C:21]1[N:18]=[C:9]([C:10]2[C:11]([Cl:17])=[CH:12][CH:13]=[CH:14][C:15]=2[Cl:16])[N:8]([C:5]2[CH:4]=[CH:3][C:2]([Br:1])=[CH:7][CH:6]=2)[CH:20]=1)([CH3:28])[CH3:27]. The yield is 0.570. (3) The reactants are [NH2:1][C:2]([C:4]1[CH:8]=[C:7]([C:9]([OH:11])=O)[N:6]([C:12]2[CH:17]=[CH:16][C:15]([F:18])=[C:14]([C:19]#[N:20])[CH:13]=2)[N:5]=1)=[O:3].[N:21]1[CH:26]=[CH:25][CH:24]=[CH:23][CH:22]=1.C(N=[C:31]=[N:32][CH:33]([CH3:35])[CH3:34])(C)C.Cl. The catalyst is CN(C=O)C. The product is [C:19]([C:14]1[CH:13]=[C:12]([N:6]2[C:7]([C:9]([N:21]3[C:23]4[C:24](=[CH:35][C:33]([N:32]5[CH2:31][CH2:9][CH2:7][CH2:8][CH2:4][C:2]5=[O:3])=[CH:34][CH:22]=4)[CH2:25][CH2:26]3)=[O:11])=[CH:8][C:4]([C:2]([NH2:1])=[O:3])=[N:5]2)[CH:17]=[CH:16][C:15]=1[F:18])#[N:20]. The yield is 0.490.